From a dataset of CYP1A2 inhibition data for predicting drug metabolism from PubChem BioAssay. Regression/Classification. Given a drug SMILES string, predict its absorption, distribution, metabolism, or excretion properties. Task type varies by dataset: regression for continuous measurements (e.g., permeability, clearance, half-life) or binary classification for categorical outcomes (e.g., BBB penetration, CYP inhibition). Dataset: cyp1a2_veith. (1) The drug is O=C(c1ccccc1)c1ccc2nc(-c3ccc(NC(=O)c4ccccc4F)cc3)[nH]c2c1. The result is 0 (non-inhibitor). (2) The drug is O=C(c1cnccn1)N1CCC2(CC1)CCN(c1cccc(-c3ccccc3)c1)CC2. The result is 1 (inhibitor). (3) The compound is O=C(O)C1(Nc2ccc(Cl)cc2)CCCC1. The result is 0 (non-inhibitor).